The task is: Predict the product of the given reaction.. This data is from Forward reaction prediction with 1.9M reactions from USPTO patents (1976-2016). (1) Given the reactants [Cl:1][C:2]1[CH:3]=[CH:4][C:5]2[O:10][CH:9]([C:11](O)=[O:12])[O:8][C:7]([CH:20]3[CH2:25][CH2:24][CH2:23][CH2:22][CH2:21]3)([CH:14]3[CH2:19][CH2:18][CH2:17][CH2:16][CH2:15]3)[C:6]=2[CH:26]=1.C(N1C=CN=C1)([N:29]1C=CN=C1)=O.[NH4+].[OH-], predict the reaction product. The product is: [Cl:1][C:2]1[CH:3]=[CH:4][C:5]2[O:10][CH:9]([C:11]([NH2:29])=[O:12])[O:8][C:7]([CH:20]3[CH2:25][CH2:24][CH2:23][CH2:22][CH2:21]3)([CH:14]3[CH2:19][CH2:18][CH2:17][CH2:16][CH2:15]3)[C:6]=2[CH:26]=1. (2) Given the reactants [F:1][C:2]1[CH:3]=[C:4]([CH2:12]O)[CH:5]=[CH:6][C:7]=1[S:8]([CH3:11])(=[O:10])=[O:9].P(Br)(Br)[Br:15], predict the reaction product. The product is: [Br:15][CH2:12][C:4]1[CH:5]=[CH:6][C:7]([S:8]([CH3:11])(=[O:10])=[O:9])=[C:2]([F:1])[CH:3]=1.